Regression. Given two drug SMILES strings and cell line genomic features, predict the synergy score measuring deviation from expected non-interaction effect. From a dataset of NCI-60 drug combinations with 297,098 pairs across 59 cell lines. Drug 1: C1CCC(C1)C(CC#N)N2C=C(C=N2)C3=C4C=CNC4=NC=N3. Drug 2: CCN(CC)CCCC(C)NC1=C2C=C(C=CC2=NC3=C1C=CC(=C3)Cl)OC. Cell line: HS 578T. Synergy scores: CSS=-6.77, Synergy_ZIP=-0.504, Synergy_Bliss=-3.17, Synergy_Loewe=-12.2, Synergy_HSA=-8.88.